Dataset: NCI-60 drug combinations with 297,098 pairs across 59 cell lines. Task: Regression. Given two drug SMILES strings and cell line genomic features, predict the synergy score measuring deviation from expected non-interaction effect. (1) Drug 1: CNC(=O)C1=NC=CC(=C1)OC2=CC=C(C=C2)NC(=O)NC3=CC(=C(C=C3)Cl)C(F)(F)F. Drug 2: N.N.Cl[Pt+2]Cl. Cell line: UO-31. Synergy scores: CSS=44.5, Synergy_ZIP=-5.06, Synergy_Bliss=-4.68, Synergy_Loewe=-32.5, Synergy_HSA=-4.44. (2) Drug 1: C1CC(=O)NC(=O)C1N2C(=O)C3=CC=CC=C3C2=O. Drug 2: B(C(CC(C)C)NC(=O)C(CC1=CC=CC=C1)NC(=O)C2=NC=CN=C2)(O)O. Cell line: UACC-257. Synergy scores: CSS=20.3, Synergy_ZIP=-1.16, Synergy_Bliss=-5.88, Synergy_Loewe=-67.1, Synergy_HSA=-5.87. (3) Drug 1: CC1=C(C=C(C=C1)C(=O)NC2=CC(=CC(=C2)C(F)(F)F)N3C=C(N=C3)C)NC4=NC=CC(=N4)C5=CN=CC=C5. Drug 2: CC12CCC3C(C1CCC2OP(=O)(O)O)CCC4=C3C=CC(=C4)OC(=O)N(CCCl)CCCl.[Na+]. Cell line: PC-3. Synergy scores: CSS=-6.25, Synergy_ZIP=0.837, Synergy_Bliss=-2.63, Synergy_Loewe=-9.82, Synergy_HSA=-9.48. (4) Synergy scores: CSS=5.04, Synergy_ZIP=-0.0393, Synergy_Bliss=2.34, Synergy_Loewe=3.79, Synergy_HSA=0.488. Cell line: T-47D. Drug 1: CC(C)CN1C=NC2=C1C3=CC=CC=C3N=C2N. Drug 2: COCCOC1=C(C=C2C(=C1)C(=NC=N2)NC3=CC=CC(=C3)C#C)OCCOC.Cl. (5) Drug 1: C1=CN(C(=O)N=C1N)C2C(C(C(O2)CO)O)O.Cl. Drug 2: C(CN)CNCCSP(=O)(O)O. Cell line: PC-3. Synergy scores: CSS=28.5, Synergy_ZIP=-0.344, Synergy_Bliss=5.51, Synergy_Loewe=-14.4, Synergy_HSA=6.93. (6) Drug 1: CC1C(C(CC(O1)OC2CC(CC3=C2C(=C4C(=C3O)C(=O)C5=C(C4=O)C(=CC=C5)OC)O)(C(=O)C)O)N)O.Cl. Drug 2: C1=CC(=CC=C1C#N)C(C2=CC=C(C=C2)C#N)N3C=NC=N3. Cell line: EKVX. Synergy scores: CSS=8.82, Synergy_ZIP=-0.481, Synergy_Bliss=0.967, Synergy_Loewe=-1.87, Synergy_HSA=1.12. (7) Drug 1: CN(CC1=CN=C2C(=N1)C(=NC(=N2)N)N)C3=CC=C(C=C3)C(=O)NC(CCC(=O)O)C(=O)O. Drug 2: C1CCC(C(C1)N)N.C(=O)(C(=O)[O-])[O-].[Pt+4]. Cell line: OVCAR-5. Synergy scores: CSS=40.7, Synergy_ZIP=-7.73, Synergy_Bliss=-5.75, Synergy_Loewe=-7.06, Synergy_HSA=-3.47.